Dataset: Catalyst prediction with 721,799 reactions and 888 catalyst types from USPTO. Task: Predict which catalyst facilitates the given reaction. (1) Reactant: [Br:1][C:2]1[C:3](=[O:19])[N:4]([CH3:18])[CH:5]=[C:6]([C:8]2[CH:13]=[CH:12][CH:11]=[C:10]([N+:14]([O-])=O)[C:9]=2[CH3:17])[CH:7]=1.Cl.C(=O)([O-])[O-].[K+].[K+]. Product: [NH2:14][C:10]1[C:9]([CH3:17])=[C:8]([C:6]2[CH:7]=[C:2]([Br:1])[C:3](=[O:19])[N:4]([CH3:18])[CH:5]=2)[CH:13]=[CH:12][CH:11]=1. The catalyst class is: 679. (2) Reactant: [CH2:1]([NH:8][C:9](=O)[C:10]1[CH:15]=[CH:14][CH:13]=[C:12]([O:16][CH3:17])[C:11]=1[O:18][CH3:19])[CH2:2][CH2:3][CH2:4][CH2:5][CH2:6][CH3:7].B. Product: [CH3:19][O:18][C:11]1[C:12]([O:16][CH3:17])=[CH:13][CH:14]=[CH:15][C:10]=1[CH2:9][NH:8][CH2:1][CH2:2][CH2:3][CH2:4][CH2:5][CH2:6][CH3:7]. The catalyst class is: 165. (3) Reactant: [C:1]([C:3]1[CH:10]=[CH:9][C:6]([CH2:7]Br)=[CH:5][CH:4]=1)#[N:2].[Cl:11][C:12]1[CH:13]=[C:14]([CH2:34][CH:35]2[CH2:40][CH2:39][NH:38][CH2:37][CH2:36]2)[CH:15]=[C:16]2[C:20]=1[C:19](=[O:21])[N:18]([CH2:22][C:23]1[CH:28]=[CH:27][C:26]([O:29][C:30]([F:33])([F:32])[F:31])=[CH:25][CH:24]=1)[CH2:17]2.C(=O)([O-])[O-].[K+].[K+].C(#N)C. Product: [Cl:11][C:12]1[CH:13]=[C:14]([CH2:34][CH:35]2[CH2:40][CH2:39][N:38]([CH2:7][C:6]3[CH:9]=[CH:10][C:3]([C:1]#[N:2])=[CH:4][CH:5]=3)[CH2:37][CH2:36]2)[CH:15]=[C:16]2[C:20]=1[C:19](=[O:21])[N:18]([CH2:22][C:23]1[CH:28]=[CH:27][C:26]([O:29][C:30]([F:32])([F:33])[F:31])=[CH:25][CH:24]=1)[CH2:17]2. The catalyst class is: 6. (4) Product: [Si:23]([O:13][CH2:12][C@H:11]1[O:14][C@@H:7]([N:6]2[CH:15]=[C:2]([I:1])[C:3]([NH2:17])=[N:4][C:5]2=[O:16])[CH2:8][C@@H:9]1[OH:10])([C:26]([CH3:29])([CH3:28])[CH3:27])([CH3:25])[CH3:24]. Reactant: [I:1][C:2]1[C:3]([NH2:17])=[N:4][C:5](=[O:16])[N:6]([CH:15]=1)[C@@H:7]1[O:14][C@H:11]([CH2:12][OH:13])[C@@H:9]([OH:10])[CH2:8]1.N1C=CN=C1.[Si:23](Cl)([C:26]([CH3:29])([CH3:28])[CH3:27])([CH3:25])[CH3:24]. The catalyst class is: 3. (5) Reactant: [C:1]([N:8]1[CH2:15][CH2:14][CH2:13][C@H:9]1[C:10]([OH:12])=O)([O:3][C:4]([CH3:7])([CH3:6])[CH3:5])=[O:2].[C:16]([NH:20][S:21]([C:24]1[C:25]([C:30]2[CH:35]=[CH:34][C:33]([NH2:36])=[CH:32][CH:31]=2)=[CH:26][CH:27]=[CH:28][CH:29]=1)(=[O:23])=[O:22])([CH3:19])([CH3:18])[CH3:17].O.ON1C2C=CC=CC=2N=N1.CN1CCOCC1.Cl.CN(C)CCCN=C=NCC. Product: [C:16]([NH:20][S:21]([C:24]1[CH:29]=[CH:28][CH:27]=[CH:26][C:25]=1[C:30]1[CH:35]=[CH:34][C:33]([NH:36][C:10]([C@@H:9]2[CH2:13][CH2:14][CH2:15][N:8]2[C:1]([O:3][C:4]([CH3:5])([CH3:6])[CH3:7])=[O:2])=[O:12])=[CH:32][CH:31]=1)(=[O:23])=[O:22])([CH3:19])([CH3:17])[CH3:18]. The catalyst class is: 9.